From a dataset of Forward reaction prediction with 1.9M reactions from USPTO patents (1976-2016). Predict the product of the given reaction. (1) Given the reactants [OH:1][C:2]1[CH2:6][O:5][C:4](=[O:7])[C:3]=1[C:8]([O:10]C)=O.[Cl:12][C:13]1[N:18]=[CH:17][C:16]([CH2:19][NH:20][CH2:21][CH:22]([F:24])[F:23])=[CH:15][CH:14]=1, predict the reaction product. The product is: [Cl:12][C:13]1[N:18]=[CH:17][C:16]([CH2:19][N:20]([CH2:21][CH:22]([F:24])[F:23])[C:8]([C:3]2[C:4](=[O:7])[O:5][CH2:6][C:2]=2[OH:1])=[O:10])=[CH:15][CH:14]=1. (2) Given the reactants Cl[C:2]1[CH:7]=[C:6]([Cl:8])[N:5]=[CH:4][N:3]=1.[Cl:9][C:10]1[CH:11]=[C:12](B(O)O)[CH:13]=[CH:14][CH:15]=1.C(=O)([O-])[O-].[K+].[K+], predict the reaction product. The product is: [Cl:8][C:6]1[CH:7]=[C:2]([C:14]2[CH:13]=[CH:12][CH:11]=[C:10]([Cl:9])[CH:15]=2)[N:3]=[CH:4][N:5]=1. (3) The product is: [O:3]1[CH2:7][CH2:6][CH:5]([CH2:8][NH:9][C:10]([C:12]2[C:16]([CH2:17][OH:18])=[C:15]([CH2:19][CH2:20][CH2:21][C:22]3[CH:27]=[CH:26][CH:25]=[CH:24][C:23]=3[F:28])[O:14][N:13]=2)=[O:11])[CH2:4]1. Given the reactants [BH4-].[Na+].[O:3]1[CH2:7][CH2:6][CH:5]([CH2:8][NH:9][C:10]([C:12]2[C:16]([CH:17]=[O:18])=[C:15]([CH2:19][CH2:20][CH2:21][C:22]3[CH:27]=[CH:26][CH:25]=[CH:24][C:23]=3[F:28])[O:14][N:13]=2)=[O:11])[CH2:4]1.Cl, predict the reaction product. (4) Given the reactants [NH2:1][C:2]1[N:10]=[C:9]([C:11]2[O:12][CH:13]=[CH:14][CH:15]=2)[C:8]([C:16]2[CH:21]=[CH:20][C:19](=[O:22])[N:18]([CH2:23][CH3:24])[CH:17]=2)=[CH:7][C:3]=1[C:4]([OH:6])=O.O[N:26]1C2C=CC=CC=2N=N1.CN(C)CCCN=C=NCC.[Cl-].[NH4+].C(N(CC)CC)C, predict the reaction product. The product is: [NH2:1][C:2]1[N:10]=[C:9]([C:11]2[O:12][CH:13]=[CH:14][CH:15]=2)[C:8]([C:16]2[CH:21]=[CH:20][C:19](=[O:22])[N:18]([CH2:23][CH3:24])[CH:17]=2)=[CH:7][C:3]=1[C:4]([NH2:26])=[O:6]. (5) Given the reactants [CH:1]1([N:7]2[CH2:12][CH2:11][CH:10]([NH:13][C@H:14]([C:16]3O[CH:18]=[CH:19][CH:20]=3)[CH3:15])[CH2:9][CH2:8]2)[CH2:6][CH2:5][CH2:4][CH2:3][CH2:2]1.[C:21]1(=[O:27])[O:26][C:24](=[O:25])[CH:23]=[CH:22]1, predict the reaction product. The product is: [CH:1]1([N:7]2[CH2:8][CH2:9][CH:10]([N:13]3[C:24](=[O:25])[C:23]4[C:22]([C:21]([OH:26])=[O:27])=[CH:18][CH:19]=[CH:20][C:16]=4[C@@H:14]3[CH3:15])[CH2:11][CH2:12]2)[CH2:6][CH2:5][CH2:4][CH2:3][CH2:2]1.